Dataset: Forward reaction prediction with 1.9M reactions from USPTO patents (1976-2016). Task: Predict the product of the given reaction. (1) The product is: [Br:1][C:2]1[CH:3]=[CH:4][C:5]([C@@H:8]([CH3:17])[CH2:9][NH:10][C:35](=[O:36])[O:37][C:38]([CH3:39])([CH3:40])[CH3:41])=[CH:6][CH:7]=1. Given the reactants [Br:1][C:2]1[CH:7]=[CH:6][C:5]([C@@H:8]([CH3:17])[CH2:9][NH:10]C(=O)C(F)(F)F)=[CH:4][CH:3]=1.[OH-].[Na+].C(N(CC)CC)C.[C:35](O[C:35]([O:37][C:38]([CH3:41])([CH3:40])[CH3:39])=[O:36])([O:37][C:38]([CH3:41])([CH3:40])[CH3:39])=[O:36], predict the reaction product. (2) Given the reactants [Mg].II.Br[CH2:5][CH2:6]Br.C(Br)=C.C(=O)=O.[C:14]1([C:20]2[CH:35]=[CH:34][C:23]3[C:24](=[O:33])[C:25]4[CH:32]=[CH:31][CH:30]=[CH:29][C:26]=4[CH2:27][CH2:28][C:22]=3[CH:21]=2)[CH:19]=[CH:18][CH:17]=[CH:16][CH:15]=1.[Cl-].[NH4+], predict the reaction product. The product is: [C:14]1([C:20]2[CH:35]=[CH:34][C:23]3[C:24]([CH:5]=[CH2:6])([OH:33])[C:25]4[CH:32]=[CH:31][CH:30]=[CH:29][C:26]=4[CH2:27][CH2:28][C:22]=3[CH:21]=2)[CH:15]=[CH:16][CH:17]=[CH:18][CH:19]=1. (3) Given the reactants [ClH:1].C(OCC)(=O)C.[CH3:8][N:9]([CH3:43])[CH2:10][CH2:11][CH2:12][NH:13][C:14](=[O:42])[CH2:15][CH2:16][C:17]1[CH:22]=[CH:21][CH:20]=[CH:19][C:18]=1[O:23][CH2:24][CH2:25][CH2:26][CH2:27][CH2:28][CH2:29][CH2:30][CH2:31][CH2:32][CH2:33][CH2:34][CH2:35][CH2:36][CH2:37][CH2:38][CH2:39][CH2:40][CH3:41], predict the reaction product. The product is: [ClH:1].[CH3:43][N:9]([CH3:8])[CH2:10][CH2:11][CH2:12][NH:13][C:14](=[O:42])[CH2:15][CH2:16][C:17]1[CH:22]=[CH:21][CH:20]=[CH:19][C:18]=1[O:23][CH2:24][CH2:25][CH2:26][CH2:27][CH2:28][CH2:29][CH2:30][CH2:31][CH2:32][CH2:33][CH2:34][CH2:35][CH2:36][CH2:37][CH2:38][CH2:39][CH2:40][CH3:41]. (4) Given the reactants Br[C:2]1[CH:3]=[CH:4][C:5](O)=[C:6]([C:8]2[CH:17]=[CH:16][C:15]3[C:10](=[CH:11][CH:12]=[C:13]([C:18]4[N:22]([CH:23]5[CH2:28][CH2:27][CH2:26][CH2:25][CH2:24]5)[C:21]5[CH:29]=[CH:30][C:31]([C:33]([OH:35])=[O:34])=[CH:32][C:20]=5[N:19]=4)[CH:14]=3)[N:9]=2)[CH:7]=1.C(OC(C1C=C[C:45]2[N:46]([CH:58]3[CH2:63]CCCC3)C(C3C=CC(N)=C(C=O)C=3)=[N:48][C:44]=2C=1)=O)C.N1(C2C=CC(C(=O)C)=CC=2)CCNCC1.[OH-].[K+], predict the reaction product. The product is: [CH:23]1([N:22]2[C:21]3[CH:29]=[CH:30][C:31]([C:33]([OH:35])=[O:34])=[CH:32][C:20]=3[N:19]=[C:18]2[C:13]2[CH:14]=[C:15]3[C:10](=[CH:11][CH:12]=2)[N:9]=[C:8]([C:6]2[CH:7]=[CH:2][C:3]([N:46]4[CH2:45][CH2:44][NH:48][CH2:63][CH2:58]4)=[CH:4][CH:5]=2)[CH:17]=[CH:16]3)[CH2:28][CH2:27][CH2:26][CH2:25][CH2:24]1.